The task is: Predict the reactants needed to synthesize the given product.. This data is from Full USPTO retrosynthesis dataset with 1.9M reactions from patents (1976-2016). (1) Given the product [OH:27][CH2:26][C:3]1[C:4]2[O:8][N:7]=[C:6]([CH2:9][CH2:10][CH:11]3[CH2:16][CH2:15][N:14]([C:17]([O:19][C:20]([CH3:23])([CH3:22])[CH3:21])=[O:18])[CH2:13][CH2:12]3)[C:5]=2[CH:24]=[CH:25][C:2]=1[O:1][CH2:34][C:35]([F:38])([F:37])[F:36], predict the reactants needed to synthesize it. The reactants are: [OH:1][C:2]1[CH:25]=[CH:24][C:5]2[C:6]([CH2:9][CH2:10][CH:11]3[CH2:16][CH2:15][N:14]([C:17]([O:19][C:20]([CH3:23])([CH3:22])[CH3:21])=[O:18])[CH2:13][CH2:12]3)=[N:7][O:8][C:4]=2[C:3]=1[CH2:26][OH:27].FC(F)(F)S(O[CH2:34][C:35]([F:38])([F:37])[F:36])(=O)=O.C(=O)([O-])[O-].[K+].[K+].O. (2) Given the product [F:1][C:2]1[CH:27]=[C:26]([F:28])[CH:25]=[CH:24][C:3]=1[O:4][C:5]1[C:18](=[O:19])[N:17]([CH2:20][C@H:21]([OH:23])[CH3:22])[C:8]2[N:9]=[C:10]([NH:29][C@H:30]([CH3:33])[CH2:31][OH:32])[N:11]=[CH:12][C:7]=2[CH:6]=1, predict the reactants needed to synthesize it. The reactants are: [F:1][C:2]1[CH:27]=[C:26]([F:28])[CH:25]=[CH:24][C:3]=1[O:4][C:5]1[C:18](=[O:19])[N:17]([CH2:20][C@H:21]([OH:23])[CH3:22])[C:8]2[N:9]=[C:10](S(C)(=O)=O)[N:11]=[CH:12][C:7]=2[CH:6]=1.[NH2:29][C@H:30]([CH3:33])[CH2:31][OH:32]. (3) Given the product [CH3:21][O:22][C:23]1[CH:28]=[C:27]([C:4](=[O:5])/[CH:3]=[CH:2]/[C:1]([OH:6])=[O:7])[CH:26]=[CH:25][C:24]=1[O:29][CH3:30], predict the reactants needed to synthesize it. The reactants are: [C:1]1(=[O:7])[O:6][C:4](=[O:5])[CH:3]=[CH:2]1.S(OCC)(OCC)(=O)=O.[Cl-].[Al+3].[Cl-].[Cl-].[CH3:21][O:22][C:23]1[CH:28]=[CH:27][CH:26]=[CH:25][C:24]=1[O:29][CH3:30].Cl.[I-].[Na+].Cl[Si](C)(C)C. (4) Given the product [Cl:1][CH2:2][C@H:3]([OH:4])[CH2:8][O:9][CH2:7][CH2:5][Cl:6], predict the reactants needed to synthesize it. The reactants are: [Cl:1][CH2:2][CH2:3][OH:4].[CH2:5]([C@@H:7]1[O:9][CH2:8]1)[Cl:6]. (5) Given the product [N:8]1[CH:9]=[CH:10][CH:11]=[CH:12][C:7]=1[C:4]1[N:3]=[C:2]([N:23]2[CH2:22][CH2:21][N:20]([C:18]([O:17][C:13]([CH3:16])([CH3:15])[CH3:14])=[O:19])[CH2:25][CH2:24]2)[S:6][N:5]=1, predict the reactants needed to synthesize it. The reactants are: Cl[C:2]1[S:6][N:5]=[C:4]([C:7]2[CH:12]=[CH:11][CH:10]=[CH:9][N:8]=2)[N:3]=1.[C:13]([O:17][C:18]([N:20]1[CH2:25][CH2:24][NH:23][CH2:22][CH2:21]1)=[O:19])([CH3:16])([CH3:15])[CH3:14].C(N(CC)CC)C.O.